From a dataset of Catalyst prediction with 721,799 reactions and 888 catalyst types from USPTO. Predict which catalyst facilitates the given reaction. (1) Reactant: [F:1][C:2]([F:28])([F:27])[C:3]1[CH:8]=[CH:7][C:6]([C:9]2[CH:10]=[C:11]3[C:16](=[CH:17][CH:18]=2)[N:15]([C:19]2[CH:26]=[CH:25][C:22]([C:23]#[N:24])=[CH:21][CH:20]=2)[CH2:14][CH2:13][CH2:12]3)=[CH:5][CH:4]=1.Cl.[NH2:30][OH:31].C(N(CC)CC)C. Product: [OH:31][NH:30][C:23](=[NH:24])[C:22]1[CH:21]=[CH:20][C:19]([N:15]2[C:16]3[C:11](=[CH:10][C:9]([C:6]4[CH:7]=[CH:8][C:3]([C:2]([F:28])([F:1])[F:27])=[CH:4][CH:5]=4)=[CH:18][CH:17]=3)[CH2:12][CH2:13][CH2:14]2)=[CH:26][CH:25]=1. The catalyst class is: 83. (2) Reactant: C[O:2][C:3](=[O:22])[CH2:4][CH2:5][N:6]1[C:11]2[CH:12]=[C:13]([CH3:17])[CH:14]=[C:15]([Cl:16])[C:10]=2[O:9][CH:8]([CH:18]([CH3:20])[CH3:19])[C:7]1=[O:21].[OH-].[Na+]. Product: [Cl:16][C:15]1[C:10]2[O:9][CH:8]([CH:18]([CH3:20])[CH3:19])[C:7](=[O:21])[N:6]([CH2:5][CH2:4][C:3]([OH:22])=[O:2])[C:11]=2[CH:12]=[C:13]([CH3:17])[CH:14]=1. The catalyst class is: 5. (3) Reactant: Cl[C:2]1[N:7]=[C:6]([C:8]#[C:9][C:10]2[CH:15]=[CH:14][CH:13]=[CH:12][C:11]=2[CH2:16][C:17]([O:19][CH3:20])=[O:18])[C:5]([CH3:21])=[CH:4][N:3]=1.[CH3:22][N:23]1[CH:27]=[C:26]([NH2:28])[CH:25]=[N:24]1.C([O-])([O-])=O.[Cs+].[Cs+].CC1(C)C2C(=C(P(C3C=CC=CC=3)C3C=CC=CC=3)C=CC=2)OC2C(P(C3C=CC=CC=3)C3C=CC=CC=3)=CC=CC1=2. Product: [CH3:21][C:5]1[C:6]([C:8]#[C:9][C:10]2[CH:15]=[CH:14][CH:13]=[CH:12][C:11]=2[CH2:16][C:17]([O:19][CH3:20])=[O:18])=[N:7][C:2]([NH:28][C:26]2[CH:25]=[N:24][N:23]([CH3:22])[CH:27]=2)=[N:3][CH:4]=1. The catalyst class is: 62.